This data is from Orexin1 receptor HTS with 218,158 compounds and 233 confirmed actives. The task is: Binary Classification. Given a drug SMILES string, predict its activity (active/inactive) in a high-throughput screening assay against a specified biological target. The compound is O1C(C(O)C(O)C1Oc1c(oc2c(c1=O)c(O)cc(O)c2)c1cc(O)c(O)cc1)CO. The result is 0 (inactive).